Dataset: Reaction yield outcomes from USPTO patents with 853,638 reactions. Task: Predict the reaction yield, written as a fraction of the theoretical maximum amount of product (1.0 means a 100% yield; for example, 0.34 means a 34% yield). The reactants are Cl[CH2:2][CH2:3][CH2:4][N:5]1[C:14]2[C:9](=[C:10]([CH3:15])[CH:11]=[CH:12][CH:13]=2)[CH:8]=[CH:7][C:6]1=[O:16].C([O-])([O-])=O.[K+].[K+].[CH2:23]([CH:27]1[CH2:32][CH2:31][NH:30][CH2:29][CH2:28]1)[CH2:24][CH2:25][CH3:26]. The catalyst is CC#N.CCOC(C)=O. The product is [CH2:23]([CH:27]1[CH2:32][CH2:31][N:30]([CH2:2][CH2:3][CH2:4][N:5]2[C:14]3[C:9](=[C:10]([CH3:15])[CH:11]=[CH:12][CH:13]=3)[CH:8]=[CH:7][C:6]2=[O:16])[CH2:29][CH2:28]1)[CH2:24][CH2:25][CH3:26]. The yield is 0.740.